From a dataset of Peptide-MHC class I binding affinity with 185,985 pairs from IEDB/IMGT. Regression. Given a peptide amino acid sequence and an MHC pseudo amino acid sequence, predict their binding affinity value. This is MHC class I binding data. (1) The peptide sequence is GQMYNMNTL. The MHC is HLA-B15:17 with pseudo-sequence HLA-B15:17. The binding affinity (normalized) is 0.0847. (2) The peptide sequence is KPVPNRSTK. The MHC is HLA-B07:02 with pseudo-sequence HLA-B07:02. The binding affinity (normalized) is 0.0445. (3) The peptide sequence is IAQLNRPAM. The MHC is HLA-A03:01 with pseudo-sequence HLA-A03:01. The binding affinity (normalized) is 0.0847. (4) The peptide sequence is KLWEWLGYL. The MHC is H-2-Db with pseudo-sequence H-2-Db. The binding affinity (normalized) is 0.299. (5) The peptide sequence is MVRVPVPQL. The MHC is HLA-A01:01 with pseudo-sequence HLA-A01:01. The binding affinity (normalized) is 0. (6) The peptide sequence is DSPATLSAY. The MHC is HLA-B15:17 with pseudo-sequence HLA-B15:17. The binding affinity (normalized) is 0.203.